From a dataset of Peptide-MHC class I binding affinity with 185,985 pairs from IEDB/IMGT. Regression. Given a peptide amino acid sequence and an MHC pseudo amino acid sequence, predict their binding affinity value. This is MHC class I binding data. (1) The peptide sequence is WCRVGRGTI. The MHC is HLA-A69:01 with pseudo-sequence HLA-A69:01. The binding affinity (normalized) is 0.0847. (2) The peptide sequence is VVNYDNSTK. The MHC is HLA-A30:01 with pseudo-sequence HLA-A30:01. The binding affinity (normalized) is 0.149.